From a dataset of hERG Central: cardiac toxicity at 1µM, 10µM, and general inhibition. Predict hERG channel inhibition at various concentrations. (1) The drug is COc1cccc(NC(C)=[N+](C)CCNS(=O)(=O)c2ccc(Cl)cc2)c1.[I-]. Results: hERG_inhib (hERG inhibition (general)): blocker. (2) The drug is Cc1ccc(C(=O)Nc2cccc(C(F)(F)F)c2)cc1NC(=O)c1ccno1. Results: hERG_inhib (hERG inhibition (general)): blocker. (3) The molecule is O=[N+]([O-])c1ccccc1S(=O)(=O)N1CCN(C2CCN(Cc3ccccc3)CC2)CC1. Results: hERG_inhib (hERG inhibition (general)): blocker. (4) The molecule is CC(=O)N1CCN(c2ccc(Oc3ccc([N+](=O)[O-])c(C(F)(F)F)c3)cc2)CC1. Results: hERG_inhib (hERG inhibition (general)): blocker. (5) The compound is COc1cc(Cl)c(CN2CCC(CCC(=O)NC3CC3)CC2)cc1OC. Results: hERG_inhib (hERG inhibition (general)): blocker. (6) The drug is CN(C)c1cccc(N=C2C=C(N3CCOCC3)CC(C)(C)C2)c1. Results: hERG_inhib (hERG inhibition (general)): blocker. (7) The compound is CN(C)CCNC(=O)/C(=C/c1ccc(-c2ccc(Cl)cc2)o1)NC(=O)c1ccccc1. Results: hERG_inhib (hERG inhibition (general)): blocker. (8) The molecule is CCOC(=O)c1sc2ncnc(N3CCN(CC)CC3)c2c1C. Results: hERG_inhib (hERG inhibition (general)): blocker.